Dataset: Reaction yield outcomes from USPTO patents with 853,638 reactions. Task: Predict the reaction yield, written as a fraction of the theoretical maximum amount of product (1.0 means a 100% yield; for example, 0.34 means a 34% yield). The reactants are [O-:1]P(OP(OP(OP([O-])([O-])=O)([O-])=O)([O-])=O)(=O)[O-].[CH2:18]1[C:18]([C:19](N)=O)=C[N:48]([CH:46]2[O:47][CH:43]([CH2:42]OP(OP(O[CH2:42][CH:43]3[O:47][CH:46]([N:48]4C5N=CN=C(N)C=5N=C4)[CH:45](OP([O-])([O-])=O)[CH:44]3O)([O-])=O)([O-])=O)[CH:44](O)[CH:45]2O)C=[CH:19]1.[Na+].[Na+].[Na+].[Na+].[CH2:79](N([CH2:79][CH2:80][CH2:81][CH3:82])[CH2:79][CH2:80][CH2:81][CH3:82])[CH2:80][CH2:81][CH3:82].[C:83]1([N:89]=[C:90]=[O:91])[CH:88]=[CH:87][CH:86]=[CH:85][CH:84]=1. The catalyst is O.CN(C=O)C.C(O)(C)C. The product is [C:43]1([O:47][C:46](=[O:91])[NH2:48])[CH:42]=[CH:82][CH:81]=[CH:45][CH:44]=1.[C:83]1([N:89]([C:79]2[CH:80]=[CH:81][CH:82]=[CH:19][CH:18]=2)[C:90](=[O:1])[O-:91])[CH:88]=[CH:87][CH:86]=[CH:85][CH:84]=1. The yield is 0.270.